This data is from Forward reaction prediction with 1.9M reactions from USPTO patents (1976-2016). The task is: Predict the product of the given reaction. Given the reactants [Cl:1][C:2]1[CH:7]=[CH:6][C:5]([F:8])=[CH:4][C:3]=1[CH:9]1[CH:13]=[CH:12][N:11]([C:14]([O:16][C:17]([CH3:20])([CH3:19])[CH3:18])=[O:15])[CH2:10]1.F[B-](F)(F)F.[C:26]1([N+]#N)[CH:31]=[CH:30][CH:29]=[CH:28][CH:27]=1.NC1C=CC=CC=1.O.O.O.C([O-])(=O)C.[Na+], predict the reaction product. The product is: [Cl:1][C:2]1[CH:7]=[CH:6][C:5]([F:8])=[CH:4][C:3]=1[C:9]1[CH2:10][N:11]([C:14]([O:16][C:17]([CH3:20])([CH3:19])[CH3:18])=[O:15])[CH:12]([C:26]2[CH:31]=[CH:30][CH:29]=[CH:28][CH:27]=2)[CH:13]=1.